The task is: Predict the reactants needed to synthesize the given product.. This data is from Full USPTO retrosynthesis dataset with 1.9M reactions from patents (1976-2016). Given the product [OH:17][CH:12]1[C:11]2[CH:18]=[C:7]([NH:6][C:4](=[O:5])[CH2:3][C:2]([CH3:21])([CH3:1])[CH3:22])[C:8]([CH3:20])=[C:9]([CH3:19])[C:10]=2[O:14][C:13]1([CH3:16])[CH3:15], predict the reactants needed to synthesize it. The reactants are: [CH3:1][C:2]([CH3:22])([CH3:21])[CH2:3][C:4]([NH:6][C:7]1[C:8]([CH3:20])=[C:9]([CH3:19])[C:10]2[O:14][C:13]([CH3:16])([CH3:15])[C:12](=[O:17])[C:11]=2[CH:18]=1)=[O:5].